This data is from NCI-60 drug combinations with 297,098 pairs across 59 cell lines. The task is: Regression. Given two drug SMILES strings and cell line genomic features, predict the synergy score measuring deviation from expected non-interaction effect. (1) Drug 1: CCC(=C(C1=CC=CC=C1)C2=CC=C(C=C2)OCCN(C)C)C3=CC=CC=C3.C(C(=O)O)C(CC(=O)O)(C(=O)O)O. Drug 2: CS(=O)(=O)OCCCCOS(=O)(=O)C. Cell line: IGROV1. Synergy scores: CSS=2.33, Synergy_ZIP=-0.135, Synergy_Bliss=1.78, Synergy_Loewe=-1.42, Synergy_HSA=-0.328. (2) Drug 1: CC1C(C(=O)NC(C(=O)N2CCCC2C(=O)N(CC(=O)N(C(C(=O)O1)C(C)C)C)C)C(C)C)NC(=O)C3=C4C(=C(C=C3)C)OC5=C(C(=O)C(=C(C5=N4)C(=O)NC6C(OC(=O)C(N(C(=O)CN(C(=O)C7CCCN7C(=O)C(NC6=O)C(C)C)C)C)C(C)C)C)N)C. Drug 2: CCCCC(=O)OCC(=O)C1(CC(C2=C(C1)C(=C3C(=C2O)C(=O)C4=C(C3=O)C=CC=C4OC)O)OC5CC(C(C(O5)C)O)NC(=O)C(F)(F)F)O. Cell line: LOX IMVI. Synergy scores: CSS=74.0, Synergy_ZIP=5.48, Synergy_Bliss=2.14, Synergy_Loewe=-0.431, Synergy_HSA=2.67. (3) Drug 1: C1=CC(=C2C(=C1NCCNCCO)C(=O)C3=C(C=CC(=C3C2=O)O)O)NCCNCCO. Drug 2: C(CCl)NC(=O)N(CCCl)N=O. Cell line: 786-0. Synergy scores: CSS=50.7, Synergy_ZIP=-6.29, Synergy_Bliss=-10.2, Synergy_Loewe=-41.8, Synergy_HSA=-8.46. (4) Drug 1: CC1=CC2C(CCC3(C2CCC3(C(=O)C)OC(=O)C)C)C4(C1=CC(=O)CC4)C. Drug 2: CN(CCCl)CCCl.Cl. Cell line: A549. Synergy scores: CSS=31.1, Synergy_ZIP=-6.67, Synergy_Bliss=1.66, Synergy_Loewe=-14.0, Synergy_HSA=1.12. (5) Drug 1: CC12CCC(CC1=CCC3C2CCC4(C3CC=C4C5=CN=CC=C5)C)O. Drug 2: COC1=NC(=NC2=C1N=CN2C3C(C(C(O3)CO)O)O)N. Cell line: NCIH23. Synergy scores: CSS=5.02, Synergy_ZIP=-1.32, Synergy_Bliss=-1.47, Synergy_Loewe=-2.75, Synergy_HSA=-2.67.